Dataset: Forward reaction prediction with 1.9M reactions from USPTO patents (1976-2016). Task: Predict the product of the given reaction. (1) Given the reactants [F:1][C:2]([F:13])([F:12])[C:3]1[CH:4]=[C:5]([CH:9]=[CH:10][CH:11]=1)[C:6]([OH:8])=O.CN1CCOCC1.F[P-](F)(F)(F)(F)F.N1(O[P+](N(C)C)(N(C)C)N(C)C)C2C=CC=CC=2N=N1.[NH2:48][C@H:49]1[CH2:53][CH2:52][N:51]([C@H:54]2[CH2:59][CH2:58][C@@H:57]([NH:60][C:61](=[O:67])[O:62][C:63]([CH3:66])([CH3:65])[CH3:64])[CH2:56][C@H:55]2[CH2:68][S:69]([CH3:72])(=[O:71])=[O:70])[C:50]1=[O:73], predict the reaction product. The product is: [CH3:72][S:69]([CH2:68][C@H:55]1[C@@H:54]([N:51]2[CH2:52][CH2:53][C@H:49]([NH:48][C:6](=[O:8])[C:5]3[CH:9]=[CH:10][CH:11]=[C:3]([C:2]([F:1])([F:13])[F:12])[CH:4]=3)[C:50]2=[O:73])[CH2:59][CH2:58][C@@H:57]([NH:60][C:61](=[O:67])[O:62][C:63]([CH3:65])([CH3:64])[CH3:66])[CH2:56]1)(=[O:71])=[O:70]. (2) Given the reactants [CH:1]1([CH:7]([C:9]2[C:10]([CH:22]3[CH2:24][CH2:23]3)=[N:11][N:12]([C:14]3[CH:19]=[CH:18][C:17]([O:20][CH3:21])=[CH:16][CH:15]=3)[CH:13]=2)O)[CH2:6][CH2:5][CH2:4][CH2:3][CH2:2]1.[NH2:25][C:26]1[CH:31]=[CH:30][C:29]([C:32]([NH:34][CH2:35][CH2:36][C:37]([O:39]CC)=[O:38])=[O:33])=[CH:28][CH:27]=1, predict the reaction product. The product is: [CH:1]1([CH:7]([NH:25][C:26]2[CH:27]=[CH:28][C:29]([C:32]([NH:34][CH2:35][CH2:36][C:37]([OH:39])=[O:38])=[O:33])=[CH:30][CH:31]=2)[C:9]2[C:10]([CH:22]3[CH2:24][CH2:23]3)=[N:11][N:12]([C:14]3[CH:19]=[CH:18][C:17]([O:20][CH3:21])=[CH:16][CH:15]=3)[CH:13]=2)[CH2:6][CH2:5][CH2:4][CH2:3][CH2:2]1. (3) Given the reactants [CH3:1][C:2]1[CH:15]=[CH:14][CH:13]=[CH:12][C:3]=1[CH2:4][C@@H:5]1[NH:9][C:8](=[O:10])[NH:7][C:6]1=[O:11].C([O-])([O-])=O.[K+].[K+].Cl[CH2:23][C:24]1[CH:29]=[CH:28][C:27]([O:30][CH3:31])=[CH:26][CH:25]=1.O, predict the reaction product. The product is: [CH3:31][O:30][C:27]1[CH:28]=[CH:29][C:24]([CH2:23][N:7]2[C:6](=[O:11])[CH:5]([CH2:4][C:3]3[CH:12]=[CH:13][CH:14]=[CH:15][C:2]=3[CH3:1])[NH:9][C:8]2=[O:10])=[CH:25][CH:26]=1. (4) Given the reactants Cl.ON.[Br:4][C:5]1[CH:6]=[C:7]([C:11](=[O:17])[CH:12]=[CH:13][N:14](C)C)[CH:8]=[N:9][CH:10]=1, predict the reaction product. The product is: [Br:4][C:5]1[CH:6]=[C:7]([C:11]2[O:17][N:14]=[CH:13][CH:12]=2)[CH:8]=[N:9][CH:10]=1.